From a dataset of Reaction yield outcomes from USPTO patents with 853,638 reactions. Predict the reaction yield, written as a fraction of the theoretical maximum amount of product (1.0 means a 100% yield; for example, 0.34 means a 34% yield). (1) The reactants are [O:1]=[C:2]([CH2:6][CH3:7])[C:3]([OH:5])=[O:4].S(=O)(=O)(O)O.[CH3:13][CH2:14]O. No catalyst specified. The product is [O:1]=[C:2]([CH2:6][CH3:7])[C:3]([O:5][CH2:13][CH3:14])=[O:4]. The yield is 0.980. (2) The reactants are [C:1](Cl)(=[O:4])[CH:2]=[CH2:3].[NH2:6][C:7]1[C:8]([N:33]2[CH2:38][CH2:37][N:36]([CH3:39])[CH2:35][CH2:34]2)=[CH:9][C:10]([O:31][CH3:32])=[C:11]([NH:13][C:14]2[N:19]=[C:18]([C:20]3[C:28]4[C:23](=[CH:24][CH:25]=[CH:26][CH:27]=4)[NH:22][CH:21]=3)[C:17]([C:29]#[N:30])=[CH:16][N:15]=2)[CH:12]=1.CCN(C(C)C)C(C)C. The catalyst is C1COCC1. The product is [C:29]([C:17]1[C:18]([C:20]2[C:28]3[C:23](=[CH:24][CH:25]=[CH:26][CH:27]=3)[NH:22][CH:21]=2)=[N:19][C:14]([NH:13][C:11]2[C:10]([O:31][CH3:32])=[CH:9][C:8]([N:33]3[CH2:34][CH2:35][N:36]([CH3:39])[CH2:37][CH2:38]3)=[C:7]([NH:6][C:1](=[O:4])[CH:2]=[CH2:3])[CH:12]=2)=[N:15][CH:16]=1)#[N:30]. The yield is 0.200.